Task: Predict the product of the given reaction.. Dataset: Forward reaction prediction with 1.9M reactions from USPTO patents (1976-2016) (1) Given the reactants [N:1]([C@H:4]1[CH2:8][N:7]([C:9]([O:11][C:12]([CH3:15])([CH3:14])[CH3:13])=[O:10])[C@@H:6]([CH3:16])[CH2:5]1)=[N+]=[N-].[F:17][C:18]([F:33])([F:32])[C:19]1[CH:20]=[C:21]([CH:29]=[CH:30][CH:31]=1)[C:22]([NH:24][CH2:25][C:26](O)=[O:27])=[O:23].C(N(CC)CC)C.C(Cl)CCl, predict the reaction product. The product is: [CH3:16][C@H:6]1[CH2:5][C@@H:4]([NH:1][C:26](=[O:27])[CH2:25][NH:24][C:22](=[O:23])[C:21]2[CH:29]=[CH:30][CH:31]=[C:19]([C:18]([F:17])([F:33])[F:32])[CH:20]=2)[CH2:8][N:7]1[C:9]([O:11][C:12]([CH3:15])([CH3:14])[CH3:13])=[O:10]. (2) Given the reactants FC1(F)C2N(CC(N[C@H](C3C(C4C=CC=C5C=4N(C)N=C5NS(C)(=O)=O)=CC=C(C#CC(O)(C)C)N=3)CC3C=C(F)C=C(F)C=3)=O)N=C(C(F)(F)F)C=2[C@H]2C[C@@H]12.[NH2:57][C@H:58]([C:68]1[C:73]([C:74]2[CH:75]=[CH:76][C:77]([Cl:89])=[C:78]3[C:82]=2[N:81]([CH3:83])[N:80]=[C:79]3[NH:84][S:85]([CH3:88])(=[O:87])=[O:86])=[CH:72][CH:71]=[C:70]([C:90]#[C:91][C:92]([OH:95])([CH3:94])[CH3:93])[N:69]=1)[CH2:59][C:60]1[CH:65]=[C:64]([F:66])[CH:63]=[C:62]([F:67])[CH:61]=1.[Cl:96][C:97]1[N:101]([CH2:102][C:103](O)=[O:104])[N:100]=[C:99]2[C:106]([F:111])([F:110])[C@@H:107]3[CH2:109][C@@H:108]3[C:98]=12, predict the reaction product. The product is: [Cl:89][C:77]1[CH:76]=[CH:75][C:74]([C:73]2[C:68]([C@@H:58]([NH:57][C:103](=[O:104])[CH2:102][N:101]3[C:97]([Cl:96])=[C:98]4[C@H:108]5[CH2:109][C@H:107]5[C:106]([F:111])([F:110])[C:99]4=[N:100]3)[CH2:59][C:60]3[CH:65]=[C:64]([F:66])[CH:63]=[C:62]([F:67])[CH:61]=3)=[N:69][C:70]([C:90]#[C:91][C:92]([OH:95])([CH3:93])[CH3:94])=[CH:71][CH:72]=2)=[C:82]2[C:78]=1[C:79]([NH:84][S:85]([CH3:88])(=[O:86])=[O:87])=[N:80][N:81]2[CH3:83]. (3) Given the reactants C(Cl)(=O)C.[N+:5]([C:8]1[CH:14]=[CH:13][C:11]([NH2:12])=[CH:10][CH:9]=1)([O-:7])=[O:6].NC1C=C2C(=CC=1)CN(C(N[C:28]1[CH:33]=[CH:32][C:31]([C:34](=[O:39])NCCC)=[CH:30][CH:29]=1)=O)C2, predict the reaction product. The product is: [CH:30]1([CH2:31][C:34]([NH:12][C:11]2[CH:13]=[CH:14][C:8]([N+:5]([O-:7])=[O:6])=[CH:9][CH:10]=2)=[O:39])[CH2:29][CH2:28][CH2:33][CH2:32]1. (4) Given the reactants [CH3:1][O:2][C:3]1[CH:8]=[CH:7][C:6]([S:9]([N:12]2[CH2:18][C:17]3[N:19]=[CH:20][C:21]([C:23]([O:25]C)=O)=[CH:22][C:16]=3[O:15][CH2:14][CH2:13]2)(=[O:11])=[O:10])=[CH:5][CH:4]=1.[OH-:27].[Na+].[NH2:29]O.Cl, predict the reaction product. The product is: [OH:27][NH:29][C:23]([C:21]1[CH:20]=[N:19][C:17]2[CH2:18][N:12]([S:9]([C:6]3[CH:7]=[CH:8][C:3]([O:2][CH3:1])=[CH:4][CH:5]=3)(=[O:10])=[O:11])[CH2:13][CH2:14][O:15][C:16]=2[CH:22]=1)=[O:25].